Regression/Classification. Given a drug SMILES string, predict its absorption, distribution, metabolism, or excretion properties. Task type varies by dataset: regression for continuous measurements (e.g., permeability, clearance, half-life) or binary classification for categorical outcomes (e.g., BBB penetration, CYP inhibition). Dataset: cyp1a2_veith. From a dataset of CYP1A2 inhibition data for predicting drug metabolism from PubChem BioAssay. (1) The compound is COc1cccc(-c2nccc(NCc3cccnc3)n2)c1. The result is 1 (inhibitor). (2) The compound is COCC(=O)N1CCC2(CCCN(C(=O)Nc3ccc(OC)cc3)C2)CC1. The result is 0 (non-inhibitor). (3) The drug is COc1ccc(-c2cc3ccccc3n2CC(O)CNCCO)cc1.O=C(O)C(=O)O. The result is 0 (non-inhibitor). (4) The compound is CN(C(=O)Cc1ccc(Cl)c(Cl)c1)[C@@H]1CC[C@@]2(CCCO2)C[C@H]1N1CCCC1.CS(=O)(=O)O. The result is 0 (non-inhibitor). (5) The molecule is COc1ccc(NC(=O)N2CC3(CCN(S(C)(=O)=O)CC3)C2)cc1. The result is 0 (non-inhibitor). (6) The compound is O=C(NC1CCCc2ccccc21)C1CCN(S(=O)(=O)N2CCCCCC2)CC1. The result is 0 (non-inhibitor). (7) The molecule is CCOC(=O)C(CC)(CC)C(=O)/C=C/c1ccc(Br)cc1. The result is 1 (inhibitor).